This data is from Reaction yield outcomes from USPTO patents with 853,638 reactions. The task is: Predict the reaction yield, written as a fraction of the theoretical maximum amount of product (1.0 means a 100% yield; for example, 0.34 means a 34% yield). (1) The reactants are [NH2:1][C:2]1[CH:3]=[C:4]([CH:21]=[CH:22][CH:23]=1)[O:5][C:6]1[CH:7]=[CH:8][C:9]2[N:10]([CH:12]=[C:13]([NH:15][C:16]([CH:18]3[CH2:20][CH2:19]3)=[O:17])[N:14]=2)[N:11]=1.[C:24]([C:27]1[S:31][C:30]([C:32](O)=[O:33])=[CH:29][CH:28]=1)(=[O:26])[CH3:25].Cl.CN(C)CCCN=C=NCC.ON1C2C=CC=CC=2N=N1. The catalyst is CN(C)C=O. The product is [C:24]([C:27]1[S:31][C:30]([C:32]([NH:1][C:2]2[CH:23]=[CH:22][CH:21]=[C:4]([O:5][C:6]3[CH:7]=[CH:8][C:9]4[N:10]([CH:12]=[C:13]([NH:15][C:16]([CH:18]5[CH2:20][CH2:19]5)=[O:17])[N:14]=4)[N:11]=3)[CH:3]=2)=[O:33])=[CH:29][CH:28]=1)(=[O:26])[CH3:25]. The yield is 0.480. (2) The reactants are [CH3:1][C:2]1[CH:7]=[C:6]([CH3:8])[NH:5][C:4](=[O:9])[C:3]=1[CH2:10][NH:11][C:12]([C:14]1[C:15]2[CH:29]=[N:28][N:27]([CH:30]([CH3:32])[CH3:31])[C:16]=2[N:17]=[C:18]([N:20]2[CH2:25][CH2:24][C:23](=[O:26])[CH2:22][CH2:21]2)[CH:19]=1)=[O:13].[BH4-].[Na+]. The catalyst is CO. The product is [CH3:1][C:2]1[CH:7]=[C:6]([CH3:8])[NH:5][C:4](=[O:9])[C:3]=1[CH2:10][NH:11][C:12]([C:14]1[C:15]2[CH:29]=[N:28][N:27]([CH:30]([CH3:32])[CH3:31])[C:16]=2[N:17]=[C:18]([N:20]2[CH2:25][CH2:24][CH:23]([OH:26])[CH2:22][CH2:21]2)[CH:19]=1)=[O:13]. The yield is 0.340. (3) The reactants are [NH2:1][C:2]1[C:7]([CH3:8])=[CH:6][C:5]([O:9][CH3:10])=[CH:4][C:3]=1[C:11](=O)[CH2:12]Cl.O1CCOCC1.[BH4-].[Na+].Cl. The catalyst is C(Cl)Cl.O. The product is [CH3:10][O:9][C:5]1[CH:4]=[C:3]2[C:2](=[C:7]([CH3:8])[CH:6]=1)[NH:1][CH:12]=[CH:11]2. The yield is 0.770. (4) The reactants are Br[C:2]1[CH:10]=[C:9]2[C:5]([C:6]3[CH2:15][CH2:14][N:13]([C:16]([O:18][C:19]([CH3:22])([CH3:21])[CH3:20])=[O:17])[CH2:12][C:7]=3[N:8]2[CH3:11])=[CH:4][CH:3]=1.[F:23][C:24]([F:39])([F:38])[C:25]1[CH:26]=[CH:27][C:28]([C:31]2[CH:36]=[CH:35][NH:34][C:33](=[O:37])[CH:32]=2)=[N:29][CH:30]=1. No catalyst specified. The product is [CH3:11][N:8]1[C:9]2[C:5](=[CH:4][CH:3]=[C:2]([N:34]3[CH:35]=[CH:36][C:31]([C:28]4[CH:27]=[CH:26][C:25]([C:24]([F:23])([F:38])[F:39])=[CH:30][N:29]=4)=[CH:32][C:33]3=[O:37])[CH:10]=2)[C:6]2[CH2:15][CH2:14][N:13]([C:16]([O:18][C:19]([CH3:22])([CH3:21])[CH3:20])=[O:17])[CH2:12][C:7]1=2. The yield is 0.660. (5) The reactants are [F:1][C:2]1[CH:3]=[C:4]([N+:9]([O-:11])=[O:10])[CH:5]=[CH:6][C:7]=1F.C(=O)([O-])[O-].[K+].[K+].[OH:18][CH:19]1[CH2:24][CH2:23][NH:22][CH2:21][CH2:20]1. The catalyst is CN(C)C=O.C(Cl)(Cl)Cl. The product is [F:1][C:2]1[CH:3]=[C:4]([N+:9]([O-:11])=[O:10])[CH:5]=[CH:6][C:7]=1[N:22]1[CH2:23][CH2:24][CH:19]([OH:18])[CH2:20][CH2:21]1. The yield is 0.430. (6) The reactants are [CH3:1][C:2]1([CH2:6][OH:7])[CH2:5][O:4][CH2:3]1.[F:8][C:9]([F:22])([F:21])[S:10](O[S:10]([C:9]([F:22])([F:21])[F:8])(=[O:12])=[O:11])(=[O:12])=[O:11].C([O-])(O)=O.[Na+]. The catalyst is C(Cl)Cl. The product is [F:8][C:9]([F:22])([F:21])[S:10]([O:7][CH2:6][C:2]1([CH3:1])[CH2:5][O:4][CH2:3]1)(=[O:12])=[O:11]. The yield is 0.870. (7) The reactants are Br[C:2]1[CH:3]=[CH:4][C:5]([O:24][CH3:25])=[C:6]([C:10]2[CH:11]=[C:12]3[C:17](=[CH:18][CH:19]=2)[C:16]([CH3:21])([CH3:20])[CH2:15][CH2:14][C:13]3([CH3:23])[CH3:22])[C:7]=1[O:8][CH3:9].CN(C)[CH:28]=[O:29]. The catalyst is C1COCC1. The product is [CH3:21][C:16]1([CH3:20])[CH2:15][CH2:14][C:13]([CH3:23])([CH3:22])[C:12]2[CH:11]=[C:10]([C:6]3[C:7]([O:8][CH3:9])=[C:2]([CH:3]=[CH:4][C:5]=3[O:24][CH3:25])[CH:28]=[O:29])[CH:19]=[CH:18][C:17]1=2. The yield is 0.720.